From a dataset of Forward reaction prediction with 1.9M reactions from USPTO patents (1976-2016). Predict the product of the given reaction. (1) Given the reactants C(O[C:4](=[O:21])[CH2:5][C:6]([CH:8]1[CH2:13][CH2:12][N:11]([C:14]([O:16][C:17]([CH3:20])([CH3:19])[CH3:18])=[O:15])[CH2:10][CH2:9]1)=O)C.[NH:22]1[C:26]2=[N:27][CH:28]=[CH:29][N:30]=[C:25]2[C:24]([NH2:31])=[N:23]1.P([O-])([O-])([O-])=O.[K+].[K+].[K+], predict the reaction product. The product is: [O:21]=[C:4]1[CH:5]=[C:6]([CH:8]2[CH2:9][CH2:10][N:11]([C:14]([O:16][C:17]([CH3:18])([CH3:19])[CH3:20])=[O:15])[CH2:12][CH2:13]2)[N:23]2[N:22]=[C:26]3[N:27]=[CH:28][CH:29]=[N:30][C:25]3=[C:24]2[NH:31]1. (2) Given the reactants [CH3:1][N:2]([CH3:12])[C:3]1[CH:8]=[CH:7][C:6]([C:9]([OH:11])=O)=[CH:5][CH:4]=1.C(Cl)(=O)C(Cl)=O.N1C=CC=CC=1.[C:25]1([C:31]2NN=[N:33][N:32]=2)[CH:30]=[CH:29][CH:28]=[CH:27][CH:26]=1.C(=O)([O-])O.[Na+], predict the reaction product. The product is: [CH3:12][N:2]([CH3:1])[C:3]1[CH:4]=[CH:5][C:6]([C:9]2[O:11][C:31]([C:25]3[CH:30]=[CH:29][CH:28]=[CH:27][CH:26]=3)=[N:32][N:33]=2)=[CH:7][CH:8]=1. (3) Given the reactants [C:1]([C:3]1[CH:4]=[CH:5][C:6]([O:29][CH3:30])=[C:7]([S:9]([NH:12][CH2:13][CH2:14][C:15]2[CH:25]=[CH:24][C:23]([CH:26]([CH3:28])[CH3:27])=[CH:22][C:16]=2[O:17][CH2:18][C:19](O)=[O:20])(=[O:11])=[O:10])[CH:8]=1)#[N:2].Cl.[CH2:32]([O:34][C:35](=[O:38])[CH2:36][NH2:37])[CH3:33].O.ON1C2C=CC=CC=2N=N1.Cl.CN(C)CCCN=C=NCC, predict the reaction product. The product is: [C:1]([C:3]1[CH:4]=[CH:5][C:6]([O:29][CH3:30])=[C:7]([S:9]([NH:12][CH2:13][CH2:14][C:15]2[CH:25]=[CH:24][C:23]([CH:26]([CH3:28])[CH3:27])=[CH:22][C:16]=2[O:17][CH2:18][C:19]([NH:37][CH2:36][C:35]([O:34][CH2:32][CH3:33])=[O:38])=[O:20])(=[O:10])=[O:11])[CH:8]=1)#[N:2]. (4) Given the reactants [CH2:1]([O:3][C:4](=[O:13])[C:5]1[CH:10]=[C:9]([F:11])[CH:8]=[N:7][C:6]=1Cl)[CH3:2].[CH3:14][S:15][C:16]1[CH:17]=[C:18]([OH:22])[CH:19]=[CH:20][CH:21]=1.C(=O)([O-])[O-].[Cs+].[Cs+], predict the reaction product. The product is: [CH2:1]([O:3][C:4](=[O:13])[C:5]1[CH:10]=[C:9]([F:11])[CH:8]=[N:7][C:6]=1[O:22][C:18]1[CH:19]=[CH:20][CH:21]=[C:16]([S:15][CH3:14])[CH:17]=1)[CH3:2]. (5) Given the reactants [CH2:1]([C:3]1[S:40][C:6]2[N:7]([CH2:21][C:22]3[CH:27]=[CH:26][C:25]([C:28]4[CH:33]=[CH:32][CH:31]=[CH:30][C:29]=4[C:34]4[NH:38][C:37](=[O:39])[O:36][N:35]=4)=[CH:24][CH:23]=3)[C:8](=[O:20])[N:9]([CH2:12][CH2:13][N:14]3[CH2:19][CH2:18][O:17][CH2:16][CH2:15]3)[C:10](=[O:11])[C:5]=2[CH:4]=1)[CH3:2].[ClH:41], predict the reaction product. The product is: [ClH:41].[CH2:1]([C:3]1[S:40][C:6]2[N:7]([CH2:21][C:22]3[CH:27]=[CH:26][C:25]([C:28]4[CH:33]=[CH:32][CH:31]=[CH:30][C:29]=4[C:34]4[NH:38][C:37](=[O:39])[O:36][N:35]=4)=[CH:24][CH:23]=3)[C:8](=[O:20])[N:9]([CH2:12][CH2:13][N:14]3[CH2:15][CH2:16][O:17][CH2:18][CH2:19]3)[C:10](=[O:11])[C:5]=2[CH:4]=1)[CH3:2]. (6) Given the reactants [Br:1][CH2:2][C:3](Br)=[O:4].FC(F)(F)C(O)=O.[CH3:13][CH:14]([O:16][C:17]1[CH:24]=[CH:23][C:22]([C:25]2[O:29][N:28]=[C:27]([C:30]3[C:40]([CH3:41])=[CH:39][C:33]4[CH2:34][CH2:35][NH:36][CH2:37][CH2:38][C:32]=4[CH:31]=3)[N:26]=2)=[CH:21][C:18]=1[C:19]#[N:20])[CH3:15].C(N(C(C)C)CC)(C)C, predict the reaction product. The product is: [Br:1][CH2:2][C:3]([N:36]1[CH2:35][CH2:34][C:33]2[CH:39]=[C:40]([CH3:41])[C:30]([C:27]3[N:26]=[C:25]([C:22]4[CH:23]=[CH:24][C:17]([O:16][CH:14]([CH3:13])[CH3:15])=[C:18]([CH:21]=4)[C:19]#[N:20])[O:29][N:28]=3)=[CH:31][C:32]=2[CH2:38][CH2:37]1)=[O:4].